Dataset: Full USPTO retrosynthesis dataset with 1.9M reactions from patents (1976-2016). Task: Predict the reactants needed to synthesize the given product. (1) Given the product [CH3:1][O:2][C:3]1[CH:11]=[CH:10][C:6]([C:7]([O:29][CH2:28][CH2:27][S:24]([CH2:23][CH2:22][CH2:21][O:20][CH2:19][CH2:18][C:12]2[CH:13]=[CH:14][CH:15]=[CH:16][CH:17]=2)(=[O:25])=[O:26])=[O:8])=[CH:5][CH:4]=1, predict the reactants needed to synthesize it. The reactants are: [CH3:1][O:2][C:3]1[CH:11]=[CH:10][C:6]([C:7](Cl)=[O:8])=[CH:5][CH:4]=1.[C:12]1([CH2:18][CH2:19][O:20][CH2:21][CH2:22][CH2:23][S:24]([CH2:27][CH2:28][OH:29])(=[O:26])=[O:25])[CH:17]=[CH:16][CH:15]=[CH:14][CH:13]=1.C(N(CC)CC)C.C(=O)([O-])O.[Na+]. (2) Given the product [N:1]1[C:10]2[C:5](=[CH:6][CH:7]=[CH:8][CH:9]=2)[C:4]([CH:11]=[CH:21][CH:22]=[O:23])=[CH:3][CH:2]=1, predict the reactants needed to synthesize it. The reactants are: [N:1]1[C:10]2[C:5](=[CH:6][CH:7]=[CH:8][CH:9]=2)[C:4]([CH:11]=O)=[CH:3][CH:2]=1.N1(C2C=C[C:21]([CH:22]=[O:23])=CC=2)C=CC=N1. (3) Given the product [OH:12][C:4]1[C:5]2[C:10](=[CH:9][CH:8]=[CH:7][CH:6]=2)[C:11]([CH:14]=[O:15])=[C:2]([CH3:1])[CH:3]=1, predict the reactants needed to synthesize it. The reactants are: [CH3:1][C:2]1[CH:3]=[C:4]([OH:12])[C:5]2[C:10]([CH:11]=1)=[CH:9][CH:8]=[CH:7][CH:6]=2.Cl[CH:14](Cl)[O:15]C.O. (4) The reactants are: [Cl:1][C:2]1[CH:9]=[CH:8][C:7]([C:10]([F:13])([F:12])[F:11])=[CH:6][C:3]=1[CH:4]=O.[NH2:14][CH2:15][CH2:16][C:17]1[C:25]2[C:20](=[CH:21][CH:22]=[CH:23][CH:24]=2)[NH:19][CH:18]=1.C(OC)(OC)OC. Given the product [ClH:1].[Cl:1][C:2]1[CH:9]=[CH:8][C:7]([C:10]([F:13])([F:12])[F:11])=[CH:6][C:3]=1[CH2:4][NH:14][CH2:15][CH2:16][C:17]1[C:25]2[C:20](=[CH:21][CH:22]=[CH:23][CH:24]=2)[NH:19][CH:18]=1, predict the reactants needed to synthesize it. (5) Given the product [F:40][C:22]([F:21])([F:41])[C:23]([NH:25][CH2:26][C:27]1[CH:32]=[CH:31][C:30]([F:33])=[C:29]([CH:34]2[CH2:39][CH2:38][N:37]([C:17]([C:7]3[C:8]4[C:13](=[CH:12][CH:11]=[CH:10][C:9]=4[N+:14]([O-:16])=[O:15])[N:5]([CH2:4][CH2:3][O:2][CH3:1])[CH:6]=3)=[O:19])[CH2:36][CH2:35]2)[CH:28]=1)=[O:24], predict the reactants needed to synthesize it. The reactants are: [CH3:1][O:2][CH2:3][CH2:4][N:5]1[C:13]2[C:8](=[C:9]([N+:14]([O-:16])=[O:15])[CH:10]=[CH:11][CH:12]=2)[C:7]([C:17]([OH:19])=O)=[CH:6]1.Cl.[F:21][C:22]([F:41])([F:40])[C:23]([NH:25][CH2:26][C:27]1[CH:32]=[CH:31][C:30]([F:33])=[C:29]([CH:34]2[CH2:39][CH2:38][NH:37][CH2:36][CH2:35]2)[CH:28]=1)=[O:24]. (6) Given the product [CH3:55][C:29]1[C:28]([O:27][CH3:26])=[C:36]([C:2]2[CH:3]=[C:4]3[C:9](=[CH:10][CH:11]=2)[N:8]=[C:7]([NH:12][C@@H:13]2[CH2:17][CH2:16][CH2:15][C@@H:14]2[NH:18][C:19]([O:20][C:21]([CH3:22])([CH3:24])[CH3:23])=[O:25])[N:6]=[CH:5]3)[CH:35]=[CH:34][C:30]=1[C:31]([OH:33])=[O:32], predict the reactants needed to synthesize it. The reactants are: Br[C:2]1[CH:3]=[C:4]2[C:9](=[CH:10][CH:11]=1)[N:8]=[C:7]([NH:12][C@@H:13]1[CH2:17][CH2:16][CH2:15][C@@H:14]1[NH:18][C:19](=[O:25])[O:20][C:21]([CH3:24])([CH3:23])[CH3:22])[N:6]=[CH:5]2.[CH3:26][O:27][C:28]1[CH:29]=[C:30]([CH:34]=[C:35](B2OC(C)(C)C(C)(C)O2)[CH:36]=1)[C:31]([OH:33])=[O:32].P([O-])([O-])([O-])=O.[K+].[K+].[K+].O1CCOC[CH2:55]1.O. (7) Given the product [Cl:1][C:2]1[C:6]([NH:7][CH2:8][CH3:9])=[CH:5][N:4]([C:11]2[CH:12]=[N:13][CH:14]=[CH:15][CH:16]=2)[N:3]=1, predict the reactants needed to synthesize it. The reactants are: [Cl:1][C:2]1[C:6]([NH:7][C:8](=O)[CH3:9])=[CH:5][N:4]([C:11]2[CH:12]=[N:13][CH:14]=[CH:15][CH:16]=2)[N:3]=1.B(F)(F)F.CCOCC.[BH4-].[Na+].Cl.C(=O)(O)[O-].[Na+]. (8) Given the product [C:39]([O:38][C:36](=[O:37])[NH:43][CH2:44][CH2:45][C:46]([NH:1][C:2]1[CH:7]=[CH:6][CH:5]=[C:4]([C:8]2[CH:13]=[C:12]([C:14]3[CH:19]=[CH:18][C:17]([CH3:20])=[CH:16][C:15]=3[O:21][CH2:22][O:23][CH2:24][CH3:25])[N:11]=[C:10]([NH:26][C:27]([C:29]3[S:30][CH:31]=[CH:32][CH:33]=3)=[O:28])[C:9]=2[C:34]#[N:35])[CH:3]=1)=[O:47])([CH3:42])([CH3:40])[CH3:41], predict the reactants needed to synthesize it. The reactants are: [NH2:1][C:2]1[CH:3]=[C:4]([C:8]2[CH:13]=[C:12]([C:14]3[CH:19]=[CH:18][C:17]([CH3:20])=[CH:16][C:15]=3[O:21][CH2:22][O:23][CH2:24][CH3:25])[N:11]=[C:10]([NH:26][C:27]([C:29]3[S:30][CH:31]=[CH:32][CH:33]=3)=[O:28])[C:9]=2[C:34]#[N:35])[CH:5]=[CH:6][CH:7]=1.[C:36]([NH:43][CH2:44][CH2:45][C:46](O)=[O:47])([O:38][C:39]([CH3:42])([CH3:41])[CH3:40])=[O:37].C1C=CC2N(O)N=NC=2C=1. (9) Given the product [CH2:1]([O:3][C:4](=[O:18])[CH:5]([O:15][CH2:16][CH3:17])[CH2:6][C:7]1[CH:12]=[CH:11][C:10]([O:13][CH2:20][C:21]2[N:22]=[C:23]([C:27]3[CH:32]=[CH:31][C:30]([F:33])=[C:29]([CH3:34])[CH:28]=3)[O:24][C:25]=2[CH3:26])=[CH:9][C:8]=1[CH3:14])[CH3:2], predict the reactants needed to synthesize it. The reactants are: [CH2:1]([O:3][C:4](=[O:18])[CH:5]([O:15][CH2:16][CH3:17])[CH2:6][C:7]1[CH:12]=[CH:11][C:10]([OH:13])=[CH:9][C:8]=1[CH3:14])[CH3:2].Cl[CH2:20][C:21]1[N:22]=[C:23]([C:27]2[CH:32]=[CH:31][C:30]([F:33])=[C:29]([CH3:34])[CH:28]=2)[O:24][C:25]=1[CH3:26].FC1C=CC(C=O)=CC=1C.O=P(Cl)(Cl)Cl.C(=O)([O-])[O-].[Cs+].[Cs+].[I-].[K+].